From a dataset of Forward reaction prediction with 1.9M reactions from USPTO patents (1976-2016). Predict the product of the given reaction. (1) Given the reactants [Cl:1][C:2]1[O:3][C:4]([CH2:14][CH2:15][C:16](OCC)=[O:17])=[C:5]([C:7]2[CH:12]=[CH:11][C:10]([Cl:13])=[CH:9][CH:8]=2)[N:6]=1.[H-].C([Al+]CC(C)C)C(C)C, predict the reaction product. The product is: [Cl:1][C:2]1[O:3][C:4]([CH2:14][CH2:15][CH2:16][OH:17])=[C:5]([C:7]2[CH:8]=[CH:9][C:10]([Cl:13])=[CH:11][CH:12]=2)[N:6]=1. (2) Given the reactants [H-].[Na+].[CH:3]1([C:8]([N:10]2[CH2:17][CH2:16][C@:15]3([CH3:19])[CH2:18][C@@H:11]2[CH2:12][C:13]2[CH:23]=[CH:22][C:21]([OH:24])=[CH:20][C:14]=23)=[O:9])[CH2:7][CH2:6][CH2:5][CH2:4]1.[CH3:25]N(C)C=O.CI, predict the reaction product. The product is: [CH:3]1([C:8]([N:10]2[CH2:17][CH2:16][C@:15]3([CH3:19])[CH2:18][C@@H:11]2[CH2:12][C:13]2[CH:23]=[CH:22][C:21]([O:24][CH3:25])=[CH:20][C:14]=23)=[O:9])[CH2:7][CH2:6][CH2:5][CH2:4]1. (3) Given the reactants O=[C:2]1[C:11]2[C:6](=[CH:7][C:8]([C:12]([OH:14])=[O:13])=[CH:9][CH:10]=2)[C:5](=[O:15])[NH:4][NH:3]1.P(Br)(Br)(Br)(Br)[Br:17], predict the reaction product. The product is: [Br:17][C:2]1[C:11]2[C:6](=[CH:7][C:8]([C:12]([OH:14])=[O:13])=[CH:9][CH:10]=2)[C:5](=[O:15])[NH:4][N:3]=1. (4) Given the reactants [C:1]([O:6][C:7]1[CH:16]=[C:15]2[C:10]([CH:11]=[C:12]([C:18]([NH:20][CH2:21][C:22]([O:24]CC3C=CC=CC=3)=[O:23])=[O:19])[C:13](=[O:17])[O:14]2)=[CH:9][C:8]=1[Cl:32])(=[O:5])[CH2:2][CH2:3][CH3:4].C(O)(=O)C.[H][H].O1C2C(=CC=CC=2)C=CC1=O, predict the reaction product. The product is: [C:1]([O:6][C:7]1[CH:16]=[C:15]2[C:10]([CH:11]=[C:12]([C:18]([NH:20][CH2:21][C:22]([OH:24])=[O:23])=[O:19])[C:13](=[O:17])[O:14]2)=[CH:9][C:8]=1[Cl:32])(=[O:5])[CH2:2][CH2:3][CH3:4].